This data is from Full USPTO retrosynthesis dataset with 1.9M reactions from patents (1976-2016). The task is: Predict the reactants needed to synthesize the given product. (1) Given the product [C:2]([NH:12][CH2:11][CH2:10][CH2:15][CH2:16][N:12]1[C:11](=[N:29][C:30]2[C:31]([CH3:38])=[CH:32][C:33]([CH3:37])=[CH:34][C:35]=2[CH3:36])[CH:10]=[C:15]2[C:16]3[C:21]([CH2:22][CH2:23][N:14]2[C:13]1=[O:28])=[CH:20][C:19]([O:24][CH3:25])=[C:18]([O:26][CH3:27])[CH:17]=3)(=[O:1])[NH2:3], predict the reactants needed to synthesize it. The reactants are: [O-:1][C:2]#[N:3].[Na+].NCCCC[C:10]1[C:11](=[N:29][C:30]2[C:35]([CH3:36])=[CH:34][C:33]([CH3:37])=[CH:32][C:31]=2[CH3:38])[NH:12][C:13](=[O:28])[N:14]2[CH2:23][CH2:22][C:21]3[C:16](=[CH:17][C:18]([O:26][CH3:27])=[C:19]([O:24][CH3:25])[CH:20]=3)[C:15]=12. (2) The reactants are: [Cl:1][C:2]1[CH:7]=[CH:6][C:5]([N:8]2[C:16]([NH:17][CH2:18][CH2:19][O:20][CH3:21])=[C:15]3[C:10]([CH:11]=[CH:12][CH:13]=[CH:14]3)=[N:9]2)=[CH:4][CH:3]=1.[CH:22]1([N:28]=[C:29]=[O:30])[CH2:27][CH2:26][CH2:25][CH2:24][CH2:23]1. Given the product [Cl:1][C:2]1[CH:7]=[CH:6][C:5]([N:8]2[C:16]([N:17]([CH2:18][CH2:19][O:20][CH3:21])[C:29]([NH:28][CH:22]3[CH2:27][CH2:26][CH2:25][CH2:24][CH2:23]3)=[O:30])=[C:15]3[C:10]([CH:11]=[CH:12][CH:13]=[CH:14]3)=[N:9]2)=[CH:4][CH:3]=1, predict the reactants needed to synthesize it. (3) The reactants are: C[O:2][C:3]([C:5]1[CH:10]=[C:9]([N:11]2[CH2:16][CH2:15][CH2:14][CH2:13][CH2:12]2)[N:8]=[C:7]([C:17]2[CH:22]=[CH:21][C:20]([C:23]3[CH:28]=[CH:27][CH:26]=[CH:25][CH:24]=3)=[CH:19][CH:18]=2)[N:6]=1)=[O:4].CO.[OH-].[Li+]. Given the product [C:20]1([C:23]2[CH:24]=[CH:25][CH:26]=[CH:27][CH:28]=2)[CH:21]=[CH:22][C:17]([C:7]2[N:6]=[C:5]([C:3]([OH:4])=[O:2])[CH:10]=[C:9]([N:11]3[CH2:16][CH2:15][CH2:14][CH2:13][CH2:12]3)[N:8]=2)=[CH:18][CH:19]=1, predict the reactants needed to synthesize it. (4) Given the product [C:35]([N:1]1[CH2:6][CH2:5][CH:4]([CH2:7][CH2:8][CH2:9][NH:10][C:11]([C:13]2[NH:21][C:20]3[CH:19]=[CH:18][N:17]=[CH:16][C:15]=3[CH:14]=2)=[O:12])[CH2:3][CH2:2]1)(=[O:42])[C:36]1[CH:41]=[CH:40][CH:39]=[CH:38][CH:37]=1, predict the reactants needed to synthesize it. The reactants are: [NH:1]1[CH2:6][CH2:5][CH:4]([CH2:7][CH2:8][CH2:9][NH:10][C:11]([C:13]2[NH:21][C:20]3[CH:19]=[CH:18][N:17]=[CH:16][C:15]=3[CH:14]=2)=[O:12])[CH2:3][CH2:2]1.C(O)(C(F)(F)F)=O.N1C=CC=CC=1.[C:35](Cl)(=[O:42])[C:36]1[CH:41]=[CH:40][CH:39]=[CH:38][CH:37]=1. (5) Given the product [CH3:39][O:38][C:34]1[CH:33]=[C:32]([C:20]2[C:21]3[NH:31][C:24]([CH:25]=[C:26]4[N:30]=[C:29]([C:9]([C:5]5[CH:6]=[CH:7][CH:8]=[C:3]([O:2][CH3:1])[CH:4]=5)=[C:10]5[NH:14][C:13](=[C:15]([CH2:56][CH2:55][CH2:59][CH2:53][CH2:44][CH2:45][CH2:47][CH2:48][CH2:49][CH2:43][CH3:41])[C:16]6[CH:17]=[CH:18][C:19]=2[N:40]=6)[CH:12]=[CH:11]5)[CH:28]=[CH:27]4)=[CH:23][CH:22]=3)[CH:37]=[CH:36][CH:35]=1, predict the reactants needed to synthesize it. The reactants are: [CH3:1][O:2][C:3]1[CH:4]=[C:5]([C:9]2[C:10]3[NH:14][C:13]([CH:15]=[C:16]4[N:40]=[C:19]([C:20]([C:32]5[CH:37]=[CH:36][CH:35]=[C:34]([O:38][CH3:39])[CH:33]=5)=[C:21]5[NH:31][C:24](=[CH:25][C:26]6[CH:27]=[CH:28][C:29]=2[N:30]=6)[CH:23]=[CH:22]5)[CH:18]=[CH:17]4)=[CH:12][CH:11]=3)[CH:6]=[CH:7][CH:8]=1.[C:41]([C:43]1[C:49](=O)[C:48](Cl)=[C:47](Cl)[C:45](=O)[C:44]=1[C:53]#N)#N.[CH2:55]1[CH2:59]OC[CH2:56]1.